From a dataset of Ames mutagenicity test results for genotoxicity prediction. Regression/Classification. Given a drug SMILES string, predict its toxicity properties. Task type varies by dataset: regression for continuous values (e.g., LD50, hERG inhibition percentage) or binary classification for toxic/non-toxic outcomes (e.g., AMES mutagenicity, cardiotoxicity, hepatotoxicity). Dataset: ames. (1) The drug is Cc1ccccc1C(=O)Cl. The result is 1 (mutagenic). (2) The compound is O=C(O)c1cc(I)cc2cccnc12. The result is 0 (non-mutagenic). (3) The compound is c1ccc(CN2CCN=N2)cc1. The result is 1 (mutagenic). (4) The compound is COc1cc(OC)c2c(=O)c3c(O)ccc(OC)c3oc2c1. The result is 1 (mutagenic). (5) The drug is O=C(O)c1cc(O)c2ccccc2n1. The result is 0 (non-mutagenic). (6) The drug is [O-][n+]1cccc2ccccc21. The result is 0 (non-mutagenic). (7) The molecule is CC1CCc2c1ccc1c2ccc2ccccc21. The result is 1 (mutagenic). (8) The compound is C=C(C)C1CC=C(C)C(=O)C1. The result is 0 (non-mutagenic). (9) The drug is CCl. The result is 1 (mutagenic). (10) The drug is Cc1ccc([N+](=O)[O-])cc1. The result is 0 (non-mutagenic).